From a dataset of Reaction yield outcomes from USPTO patents with 853,638 reactions. Predict the reaction yield, written as a fraction of the theoretical maximum amount of product (1.0 means a 100% yield; for example, 0.34 means a 34% yield). (1) The reactants are [C:1]([C:3]1[CH:4]=[C:5]([CH:11]=[CH:12][C:13]=1[OH:14])[C:6]([O:8][CH2:9][CH3:10])=[O:7])#[N:2].CCN(CC)CC.[O:22](S(C(F)(F)F)(=O)=O)[S:23]([C:26]([F:29])([F:28])[F:27])(=O)=[O:24]. The catalyst is C(Cl)Cl.CN(C1C=CN=CC=1)C. The product is [C:1]([C:3]1[CH:4]=[C:5]([CH:11]=[CH:12][C:13]=1[O:14][S:23]([C:26]([F:29])([F:28])[F:27])(=[O:24])=[O:22])[C:6]([O:8][CH2:9][CH3:10])=[O:7])#[N:2]. The yield is 0.920. (2) The reactants are Cl.[OH:2][C:3]1[CH:12]=[C:11]2[C:6]([CH2:7][C@H:8]([C:13]([O:15][CH3:16])=[O:14])[NH:9][CH2:10]2)=[CH:5][CH:4]=1.[C:17]([Si:21](Cl)([CH3:23])[CH3:22])([CH3:20])([CH3:19])[CH3:18]. No catalyst specified. The product is [Si:21]([O:2][C:3]1[CH:12]=[C:11]2[C:6]([CH2:7][C@H:8]([C:13]([O:15][CH3:16])=[O:14])[NH:9][CH2:10]2)=[CH:5][CH:4]=1)([C:17]([CH3:20])([CH3:19])[CH3:18])([CH3:23])[CH3:22]. The yield is 0.790. (3) The reactants are [Br:1][C:2]1[CH:3]=[C:4]2[C:9](Cl)=[C:8]([C:11]([NH2:13])=[O:12])[CH:7]=[N:6][N:5]2[CH:14]=1.[CH3:15][O-:16].[Na+]. The catalyst is CO. The product is [Br:1][C:2]1[CH:3]=[C:4]2[C:9]([O:16][CH3:15])=[C:8]([C:11]([NH2:13])=[O:12])[CH:7]=[N:6][N:5]2[CH:14]=1. The yield is 0.390. (4) The reactants are [C:1]([O:5][C:6]([N:8]1[CH2:11][CH:10]([C:12]2[CH:13]=[C:14]([N:22]([CH3:29])[CH:23]3[CH2:28][CH2:27][O:26][CH2:25][CH2:24]3)[C:15]([CH3:21])=[C:16]([CH:20]=2)[C:17]([OH:19])=O)[CH2:9]1)=[O:7])([CH3:4])([CH3:3])[CH3:2].CCN(C(C)C)C(C)C.CN(C(ON1N=NC2C=CC=NC1=2)=[N+](C)C)C.F[P-](F)(F)(F)(F)F.[NH2:63][CH2:64][C:65]1[C:66](=[O:73])[NH:67][C:68]([CH3:72])=[CH:69][C:70]=1[CH3:71]. The catalyst is CN(C=O)C. The yield is 0.670. The product is [CH3:71][C:70]1[CH:69]=[C:68]([CH3:72])[NH:67][C:66](=[O:73])[C:65]=1[CH2:64][NH:63][C:17]([C:16]1[CH:20]=[C:12]([CH:10]2[CH2:9][N:8]([C:6]([O:5][C:1]([CH3:2])([CH3:3])[CH3:4])=[O:7])[CH2:11]2)[CH:13]=[C:14]([N:22]([CH3:29])[CH:23]2[CH2:24][CH2:25][O:26][CH2:27][CH2:28]2)[C:15]=1[CH3:21])=[O:19]. (5) The reactants are O[C:2]1[C:11]2[C:6](=[N:7][CH:8]=[CH:9][CH:10]=2)[N:5]([C:12]2[CH:17]=[CH:16][CH:15]=[C:14]([O:18][C:19]([F:22])([F:21])[F:20])[CH:13]=2)[C:4](=[O:23])[C:3]=1[C:24](=O)[CH2:25][C:26]1[CH:31]=[CH:30][CH:29]=[C:28](OC(F)(F)F)[CH:27]=1.[OH2:38].[NH2:39][NH2:40].C(=O)([O-])O.[Na+]. The catalyst is CN(C=O)C. The product is [F:20][C:19]([F:22])([F:21])[O:38][C:28]1[CH:27]=[C:26]([CH:31]=[CH:30][CH:29]=1)[CH2:25][C:24]1[C:3]2[C:4](=[O:23])[N:5]([C:12]3[CH:17]=[CH:16][CH:15]=[C:14]([O:18][C:19]([F:22])([F:21])[F:20])[CH:13]=3)[C:6]3[N:7]=[CH:8][CH:9]=[CH:10][C:11]=3[C:2]=2[NH:40][N:39]=1. The yield is 0.160. (6) The reactants are Cl[C:2]1[C:7]([C:8](=O)[CH3:9])=[CH:6][CH:5]=[CH:4][N:3]=1.O.[NH2:12][NH2:13]. The catalyst is C(O)CCC. The product is [CH3:9][C:8]1[C:7]2[C:2](=[N:3][CH:4]=[CH:5][CH:6]=2)[NH:13][N:12]=1. The yield is 0.720. (7) The reactants are [C:1]([C:5]1[CH:11]=[CH:10][C:9]([N+:12]([O-:14])=[O:13])=[CH:8][C:6]=1N)([CH3:4])([CH3:3])[CH3:2].N([O-])=[O:16].[Na+].NC(N)=O.OS(O)(=O)=O.O. The catalyst is OS(O)(=O)=O.O. The product is [C:1]([C:5]1[CH:11]=[CH:10][C:9]([N+:12]([O-:14])=[O:13])=[CH:8][C:6]=1[OH:16])([CH3:4])([CH3:3])[CH3:2]. The yield is 0.620. (8) The reactants are OO.O[Li].O.C([C@@H]1COC(=O)N1[C:19](=[O:37])[C@@H:20]([C:30]1[CH:35]=[CH:34][C:33]([Cl:36])=[CH:32][CH:31]=1)[CH2:21][NH:22][C:23](=[O:29])[O:24][C:25]([CH3:28])([CH3:27])[CH3:26])C1C=CC=CC=1.C[O:39]C1C=C(OC)C=CC=1C=O.[O-]S([O-])=O.[Na+].[Na+]. The catalyst is C1COCC1.O. The product is [C:25]([O:24][C:23]([NH:22][CH2:21][C@H:20]([C:30]1[CH:31]=[CH:32][C:33]([Cl:36])=[CH:34][CH:35]=1)[C:19]([OH:37])=[O:39])=[O:29])([CH3:26])([CH3:27])[CH3:28]. The yield is 0.942. (9) The catalyst is CN(C=O)C. The reactants are [CH:1]1[C:13]2[CH:12]([CH2:14][O:15][C:16]([NH:18][C@@H:19]([CH2:23][C:24]3[CH:29]=[CH:28][C:27]([C:30]([O:32][C:33]([CH3:36])([CH3:35])[CH3:34])=[O:31])=[CH:26][CH:25]=3)[C:20]([OH:22])=[O:21])=[O:17])[C:11]3[C:6](=[CH:7][CH:8]=[CH:9][CH:10]=3)[C:5]=2[CH:4]=[CH:3][CH:2]=1.[CH3:37]N(C(ON1N=NC2C=CC=NC1=2)=[N+](C)C)C.F[P-](F)(F)(F)(F)F.CO.CN1CCOCC1. The yield is 1.00. The product is [CH:10]1[C:11]2[CH:12]([CH2:14][O:15][C:16]([NH:18][C@H:19]([C:20]([O:22][CH3:37])=[O:21])[CH2:23][C:24]3[CH:25]=[CH:26][C:27]([C:30]([O:32][C:33]([CH3:36])([CH3:35])[CH3:34])=[O:31])=[CH:28][CH:29]=3)=[O:17])[C:13]3[C:5](=[CH:4][CH:3]=[CH:2][CH:1]=3)[C:6]=2[CH:7]=[CH:8][CH:9]=1. (10) The reactants are [Cl:1][C:2]1[CH:11]=[C:10]2[C:5]([CH:6]=[CH:7][C:8](/[CH:12]=[CH:13]/[C:14]3[CH:15]=[C:16]([CH:20]([O:23][CH2:24][CH3:25])[CH2:21][OH:22])[CH:17]=[CH:18][CH:19]=3)=[N:9]2)=[CH:4][CH:3]=1.Cl([O-])=[O:27].[Na+].[Br-].[K+].C(O)(=O)C. The catalyst is ClCCl.CC1(C)N([O])C(C)(C)CCC1. The product is [Cl:1][C:2]1[CH:11]=[C:10]2[C:5]([CH:6]=[CH:7][C:8](/[CH:12]=[CH:13]/[C:14]3[CH:15]=[C:16]([CH:20]([O:23][CH2:24][CH3:25])[C:21]([OH:27])=[O:22])[CH:17]=[CH:18][CH:19]=3)=[N:9]2)=[CH:4][CH:3]=1. The yield is 0.806.